Dataset: Reaction yield outcomes from USPTO patents with 853,638 reactions. Task: Predict the reaction yield, written as a fraction of the theoretical maximum amount of product (1.0 means a 100% yield; for example, 0.34 means a 34% yield). (1) The reactants are [CH3:1][O:2][C:3]1[N:8]=[N:7][C:6]([S:9](F)(=[O:11])=[O:10])=[CH:5][CH:4]=1.[CH3:13][NH:14][C:15]1[CH:20]=[CH:19][CH:18]=[CH:17][CH:16]=1. No catalyst specified. The product is [CH3:13][N:14]([C:15]1[CH:20]=[CH:19][CH:18]=[CH:17][CH:16]=1)[S:9]([C:6]1[N:7]=[N:8][C:3]([O:2][CH3:1])=[CH:4][CH:5]=1)(=[O:11])=[O:10]. The yield is 0.530. (2) The reactants are [Cl:1][C:2]1[C:7]2[O:8][CH2:9][C:10](=O)[NH:11][C:6]=2[N:5]=[C:4]([C:13]2[CH:18]=[CH:17][CH:16]=[C:15]([F:19])[CH:14]=2)[N:3]=1.CO. The catalyst is C1COCC1. The product is [Cl:1][C:2]1[C:7]2[O:8][CH2:9][CH2:10][NH:11][C:6]=2[N:5]=[C:4]([C:13]2[CH:18]=[CH:17][CH:16]=[C:15]([F:19])[CH:14]=2)[N:3]=1. The yield is 0.670. (3) The reactants are [NH:1]1[C:5]2[CH:6]=[CH:7][CH:8]=[CH:9][C:4]=2[N:3]=[C:2]1[CH2:10][NH:11][C:12]1[C:17]([N+:18]([O-])=O)=[CH:16][CH:15]=[CH:14][N:13]=1.[H][H]. The catalyst is [Pd].CO. The product is [NH:1]1[C:5]2[CH:6]=[CH:7][CH:8]=[CH:9][C:4]=2[N:3]=[C:2]1[CH2:10][NH:11][C:12]1[C:17]([NH2:18])=[CH:16][CH:15]=[CH:14][N:13]=1. The yield is 0.700. (4) The reactants are C([O:5][C:6](=[O:29])/[CH:7]=[CH:8]/[C:9]1[CH:28]=[N:27][C:12]2[NH:13][C:14](=[O:26])[CH2:15][N:16]([CH2:18][CH2:19][N:20]3[CH2:25][CH2:24][O:23][CH2:22][CH2:21]3)[CH2:17][C:11]=2[CH:10]=1)(C)(C)C.C(O)(C(F)(F)F)=O.C(Cl)[Cl:38]. No catalyst specified. The product is [ClH:38].[N:20]1([CH2:19][CH2:18][N:16]2[CH2:17][C:11]3[CH:10]=[C:9](/[CH:8]=[CH:7]/[C:6]([OH:29])=[O:5])[CH:28]=[N:27][C:12]=3[NH:13][C:14](=[O:26])[CH2:15]2)[CH2:25][CH2:24][O:23][CH2:22][CH2:21]1. The yield is 0.960. (5) The reactants are [N:1]1[CH:6]=[CH:5][C:4]([CH2:7][OH:8])=[CH:3][CH:2]=1.N1C=CN=C1.[CH3:14][C:15]([Si:18](Cl)([CH3:20])[CH3:19])([CH3:17])[CH3:16]. The catalyst is CN(C=O)C.C(Cl)Cl. The product is [Si:18]([O:8][CH2:7][C:4]1[CH:5]=[CH:6][N:1]=[CH:2][CH:3]=1)([C:15]([CH3:17])([CH3:16])[CH3:14])([CH3:20])[CH3:19]. The yield is 0.980. (6) The product is [CH2:1]([C:3]1[C:8](=[O:9])[N:7]2[N:10]=[CH:11][C:12]([C:13]3[O:16][N:17]=[C:18]([C:19]4[CH:24]=[CH:23][CH:22]=[CH:21][N:20]=4)[N:14]=3)=[C:6]2[NH:5][C:4]=1[CH3:15])[CH3:2]. The catalyst is CC(C)=O. The reactants are [CH2:1]([C:3]1[C:8](=[O:9])[N:7]2[N:10]=[CH:11][C:12]([C:13]#[N:14])=[C:6]2[NH:5][C:4]=1[CH3:15])[CH3:2].[OH:16]/[N:17]=[C:18](\Cl)/[C:19]1[CH:24]=[CH:23][CH:22]=[CH:21][N:20]=1.C(N(CC)CC)C. The yield is 0.120. (7) The reactants are [CH3:1][O:2][CH2:3][CH2:4][NH2:5].[Br:6][CH2:7][C:8](Br)=[O:9]. The catalyst is ClCCl. The product is [Br:6][CH2:7][C:8]([NH:5][CH2:4][CH2:3][O:2][CH3:1])=[O:9]. The yield is 0.750. (8) The reactants are [CH2:1]([C:3]1[N:4]([C:28]2[CH:33]=[CH:32][C:31]([OH:34])=[CH:30][CH:29]=2)[C:5](=[O:27])[C:6]([CH2:12][C:13]2[CH:18]=[CH:17][C:16]([C:19]3[C:20]([C:25]#[N:26])=[CH:21][CH:22]=[CH:23][CH:24]=3)=[CH:15][CH:14]=2)=[C:7]([CH2:9][CH2:10][CH3:11])[N:8]=1)[CH3:2].[CH3:35][CH:36]1[CH2:41][CH:40](O)[CH2:39][CH2:38][O:37]1.C1(P(C2C=CC=CC=2)C2C=CC=CC=2)C=CC=CC=1.[N:63]([C:64]([O:66]C(C)C)=[O:65])=[N:63][C:64]([O:66]C(C)C)=[O:65]. The catalyst is O1CCCC1.O. The product is [CH2:1]([C:3]1[N:4]([C:28]2[CH:33]=[CH:32][C:31]([O:34][CH:40]3[CH2:39][CH2:38][O:37][CH:36]([CH3:35])[CH2:41]3)=[CH:30][CH:29]=2)[C:5](=[O:27])[C:6]([CH2:12][C:13]2[CH:18]=[CH:17][C:16]([C:19]3[CH:24]=[CH:23][CH:22]=[CH:21][C:20]=3[C:25]3[NH:63][C:64](=[O:65])[O:66][N:26]=3)=[CH:15][CH:14]=2)=[C:7]([CH2:9][CH2:10][CH3:11])[N:8]=1)[CH3:2]. The yield is 0.600. (9) The reactants are [NH2:1][C:2]1[CH:7]=[CH:6][C:5]([OH:8])=[CH:4][N:3]=1.CC(C)([O-])C.[K+].Cl[C:16]1[CH:21]=[CH:20][N:19]=[C:18]([C:22]([NH:24][CH:25]2[CH2:30][CH2:29][N:28]([CH3:31])[CH2:27][CH2:26]2)=[O:23])[CH:17]=1. The catalyst is CC(N(C)C)=O.CCOC(C)=O. The product is [NH2:1][C:2]1[N:3]=[CH:4][C:5]([O:8][C:16]2[CH:21]=[CH:20][N:19]=[C:18]([C:22]([NH:24][CH:25]3[CH2:26][CH2:27][N:28]([CH3:31])[CH2:29][CH2:30]3)=[O:23])[CH:17]=2)=[CH:6][CH:7]=1. The yield is 0.470. (10) The reactants are [C:1]([C:5]1[CH:10]=[CH:9][C:8]([NH:11][C:12]([NH:14][CH2:15][CH2:16][CH2:17][N:18]([CH2:22][C@@H:23]2[C@@H:30]3[C@@H:26]([O:27]C(C)(C)[O:29]3)[C@H:25]([N:33]3[C:37]4[N:38]=[CH:39][N:40]=[C:41]([NH:42]CC5C=CC(OC)=CC=5OC)[C:36]=4[CH:35]=[CH:34]3)[O:24]2)[CH:19]([CH3:21])[CH3:20])=[O:13])=[CH:7][CH:6]=1)([CH3:4])([CH3:3])[CH3:2]. The catalyst is FC(F)(F)C(O)=O.O. The product is [NH2:42][C:41]1[C:36]2[CH:35]=[CH:34][N:33]([C@@H:25]3[O:24][C@H:23]([CH2:22][N:18]([CH:19]([CH3:20])[CH3:21])[CH2:17][CH2:16][CH2:15][NH:14][C:12]([NH:11][C:8]4[CH:7]=[CH:6][C:5]([C:1]([CH3:3])([CH3:2])[CH3:4])=[CH:10][CH:9]=4)=[O:13])[C@@H:30]([OH:29])[C@H:26]3[OH:27])[C:37]=2[N:38]=[CH:39][N:40]=1. The yield is 0.460.